Dataset: Forward reaction prediction with 1.9M reactions from USPTO patents (1976-2016). Task: Predict the product of the given reaction. (1) Given the reactants [C:1]([C:4]1[CH:5]=[CH:6][C:7]([O:30][CH3:31])=[C:8]([S:10]([NH:13][CH2:14][CH2:15][C:16]2[CH:21]=[CH:20][C:19]([C:22]([CH3:29])=[CH:23][C:24]([O:26][CH2:27][CH3:28])=[O:25])=[CH:18][CH:17]=2)(=[O:12])=[O:11])[CH:9]=1)(=O)[NH2:2].C(N(CC)CC)C.FC(F)(F)C(OC(=O)C(F)(F)F)=O.CO, predict the reaction product. The product is: [C:1]([C:4]1[CH:5]=[CH:6][C:7]([O:30][CH3:31])=[C:8]([S:10]([NH:13][CH2:14][CH2:15][C:16]2[CH:21]=[CH:20][C:19]([C:22]([CH3:29])=[CH:23][C:24]([O:26][CH2:27][CH3:28])=[O:25])=[CH:18][CH:17]=2)(=[O:12])=[O:11])[CH:9]=1)#[N:2]. (2) The product is: [C:35]([C:32]1[CH:31]=[CH:30][C:29]([C@@H:5]([OH:4])[CH2:6][CH2:7][CH2:8][N:9]2[CH2:14][CH2:13][CH:12]([C:15]([OH:28])([C:22]3[CH:27]=[CH:26][CH:25]=[CH:24][CH:23]=3)[C:16]3[CH:17]=[CH:18][CH:19]=[CH:20][CH:21]=3)[CH2:11][CH2:10]2)=[CH:34][CH:33]=1)([CH3:38])([CH3:36])[CH3:37]. Given the reactants C([O:4][C@H:5]([C:29]1[CH:34]=[CH:33][C:32]([C:35]([CH3:38])([CH3:37])[CH3:36])=[CH:31][CH:30]=1)[CH2:6][CH2:7][CH2:8][N:9]1[CH2:14][CH2:13][CH:12]([C:15]([OH:28])([C:22]2[CH:27]=[CH:26][CH:25]=[CH:24][CH:23]=2)[C:16]2[CH:21]=[CH:20][CH:19]=[CH:18][CH:17]=2)[CH2:11][CH2:10]1)(=O)C.[H-].[Al+3].[Li+].[H-].[H-].[H-], predict the reaction product. (3) Given the reactants C(OC1C=CC(C(C2CCN(CC(O)=O)CC2)=O)=CC=1)C.FC1C=CC(C(C2CCN(CC(O)=O)CC2)=O)=CC=1.[CH3:41][O:42][CH2:43][CH2:44][O:45][C:46]1[CH:63]=[CH:62][C:49]([C:50]([CH:52]2[CH2:57][CH2:56][N:55]([CH2:58][C:59]([OH:61])=[O:60])[CH2:54][CH2:53]2)=[O:51])=[CH:48][CH:47]=1.[NH2:64][CH2:65][C:66]1[NH:67][C:68](=[O:76])[C:69]2[CH2:75][O:74][CH2:73][CH2:72][C:70]=2[N:71]=1.C(O)(C(F)(F)F)=O, predict the reaction product. The product is: [CH3:41][O:42][CH2:43][CH2:44][O:45][C:46]1[CH:47]=[CH:48][C:49]([C:50]([CH:52]2[CH2:57][CH2:56][N:55]([CH2:58][C:59]([OH:61])=[O:60])[CH2:54][CH2:53]2)=[O:51])=[CH:62][CH:63]=1.[CH3:41][O:42][CH2:43][CH2:44][O:45][C:46]1[CH:47]=[CH:48][C:49]([C:50]([CH:52]2[CH2:53][CH2:54][N:55]([CH2:58][C:59]([NH:64][CH2:65][C:66]3[NH:67][C:68](=[O:76])[C:69]4[CH2:75][O:74][CH2:73][CH2:72][C:70]=4[N:71]=3)=[O:61])[CH2:56][CH2:57]2)=[O:51])=[CH:62][CH:63]=1.